Task: Predict the reactants needed to synthesize the given product.. Dataset: Full USPTO retrosynthesis dataset with 1.9M reactions from patents (1976-2016) (1) Given the product [Br:1][C:2]1[CH:3]=[C:4]([C:5](=[O:7])[CH2:22][C:20]2[CH:19]=[CH:18][CH:17]=[C:16]([Cl:15])[N:21]=2)[CH:10]=[CH:11][C:12]=1[O:13][CH3:14], predict the reactants needed to synthesize it. The reactants are: [Br:1][C:2]1[CH:3]=[C:4]([CH:10]=[CH:11][C:12]=1[O:13][CH3:14])[C:5]([O:7]CC)=O.[Cl:15][C:16]1[N:21]=[C:20]([CH3:22])[CH:19]=[CH:18][CH:17]=1. (2) Given the product [OH:42][C:5]1[C:4]2[CH2:3][C@@:2]([OH:1])([C:43]([N:53]3[CH2:58][CH2:57][NH:56][CH2:55][CH2:54]3)=[O:44])[CH2:19][C@H:18]([O:20][C@@H:21]3[O:35][C@@H:34]([CH3:36])[C@H:24]4[O:25][C@H:26]5[N:31]([C@H:23]4[CH2:22]3)[CH2:30][CH2:29][O:28][C@@H:27]5[O:32][CH3:33])[C:17]=2[C:16]([OH:37])=[C:15]2[C:6]=1[C:7](=[O:41])[C:8]1[CH:9]=[CH:10][CH:11]=[C:12]([O:39][CH3:40])[C:13]=1[C:14]2=[O:38], predict the reactants needed to synthesize it. The reactants are: [OH:1][C@:2]1([C:43](O)=[O:44])[CH2:19][C@H:18]([O:20][C@@H:21]2[O:35][C@@H:34]([CH3:36])[C@H:24]3[O:25][C@H:26]4[N:31]([C@H:23]3[CH2:22]2)[CH2:30][CH2:29][O:28][C@@H:27]4[O:32][CH3:33])[C:17]2[C:4](=[C:5]([OH:42])[C:6]3[C:7](=[O:41])[C:8]4[C:13]([C:14](=[O:38])[C:15]=3[C:16]=2[OH:37])=[C:12]([O:39][CH3:40])[CH:11]=[CH:10][CH:9]=4)[CH2:3]1.C(N(CC)CC)C.[NH:53]1[CH2:58][CH2:57][NH:56][CH2:55][CH2:54]1.C1C=CC2N(O)N=NC=2C=1.C(Cl)CCl. (3) The reactants are: [C:1](O)([C:3]([F:6])([F:5])[F:4])=[O:2].[OH:8][C:9]1[C:19]2[CH2:18][CH2:17][N:16](C(OC(C)(C)C)=O)[CH2:15][CH:14]([CH3:27])[C:13]=2[NH:12][C:11](=[O:28])[CH:10]=1.CCN(CC)CC.C(OC(C(F)(F)F)=O)(C(F)(F)F)=O.C([O-])(O)=O.[Na+]. Given the product [OH:8][C:9]1[C:19]2[CH2:18][CH2:17][N:16]([C:1](=[O:2])[C:3]([F:6])([F:5])[F:4])[CH2:15][CH:14]([CH3:27])[C:13]=2[NH:12][C:11](=[O:28])[CH:10]=1, predict the reactants needed to synthesize it. (4) Given the product [Br:1][C:2]1[CH:10]=[CH:9][C:5]([C:6]([NH:19][CH3:18])=[O:7])=[C:4]([CH3:11])[CH:3]=1, predict the reactants needed to synthesize it. The reactants are: [Br:1][C:2]1[CH:10]=[CH:9][C:5]([C:6](O)=[O:7])=[C:4]([CH3:11])[CH:3]=1.C(Cl)(=O)C(Cl)=O.[CH3:18][NH2:19].CCCC(C)C.